This data is from Reaction yield outcomes from USPTO patents with 853,638 reactions. The task is: Predict the reaction yield, written as a fraction of the theoretical maximum amount of product (1.0 means a 100% yield; for example, 0.34 means a 34% yield). The reactants are [NH2:1][C:2]1[CH:18]=[CH:17][CH:16]=[C:15]([CH3:19])[C:3]=1[C:4]([NH:6][CH:7]1[CH2:12][CH2:11][C:10](=[O:13])[NH:9][C:8]1=[O:14])=[O:5].[C:20](OCC)(OCC)(OCC)[CH2:21][CH3:22].O. The catalyst is CN(C=O)C.CO. The product is [CH2:21]([C:22]1[N:6]([CH:7]2[CH2:12][CH2:11][C:10](=[O:13])[NH:9][C:8]2=[O:14])[C:4](=[O:5])[C:3]2[C:2](=[CH:18][CH:17]=[CH:16][C:15]=2[CH3:19])[N:1]=1)[CH3:20]. The yield is 0.220.